Dataset: Full USPTO retrosynthesis dataset with 1.9M reactions from patents (1976-2016). Task: Predict the reactants needed to synthesize the given product. (1) Given the product [CH3:20][CH:21]([N:15]1[CH2:14][CH2:13][C:12]2[CH:18]=[CH:19][C:9]([O:8][CH2:7][C:1]3[CH:2]=[CH:3][CH:4]=[CH:5][CH:6]=3)=[CH:10][C:11]=2[CH2:17][CH2:16]1)[CH3:23], predict the reactants needed to synthesize it. The reactants are: [C:1]1([CH2:7][O:8][C:9]2[CH:19]=[CH:18][C:12]3[CH2:13][CH2:14][NH:15][CH2:16][CH2:17][C:11]=3[CH:10]=2)[CH:6]=[CH:5][CH:4]=[CH:3][CH:2]=1.[CH3:20][C:21]([CH3:23])=O.C(O[BH-](OC(=O)C)OC(=O)C)(=O)C.[Na+]. (2) Given the product [NH:18]1[C:19]2[C:24](=[CH:23][CH:22]=[CH:21][CH:20]=2)[C:16]([CH2:15][CH2:14][N:13]2[C:35](=[O:36])[C:34]([OH:40])=[C:33]([C:32](=[O:41])[C:27]3[CH:28]=[CH:29][CH:30]=[CH:31][C:26]=3[Cl:25])[CH:1]2[C:3]2[CH:12]=[CH:11][C:6]([C:7]([O:9][CH3:10])=[O:8])=[CH:5][CH:4]=2)=[CH:17]1, predict the reactants needed to synthesize it. The reactants are: [CH:1]([C:3]1[CH:12]=[CH:11][C:6]([C:7]([O:9][CH3:10])=[O:8])=[CH:5][CH:4]=1)=O.[NH2:13][CH2:14][CH2:15][C:16]1[C:24]2[C:19](=[CH:20][CH:21]=[CH:22][CH:23]=2)[NH:18][CH:17]=1.[Cl:25][C:26]1[CH:31]=[CH:30][CH:29]=[CH:28][C:27]=1[C:32](=[O:41])/[CH:33]=[C:34](\[OH:40])/[C:35](OCC)=[O:36]. (3) Given the product [F:1][C:2]1[C:3]([O:21][CH3:22])=[C:4]([CH:8]([CH:18]([CH3:20])[CH3:19])[CH2:9][C:10]([C:13]([F:15])([F:14])[F:16])([OH:17])[CH:11]=[N:23][C:24]2[CH:33]=[CH:32][CH:31]=[C:30]3[C:25]=2[CH:26]=[CH:27][C:28]([CH3:34])=[N:29]3)[CH:5]=[CH:6][CH:7]=1, predict the reactants needed to synthesize it. The reactants are: [F:1][C:2]1[C:3]([O:21][CH3:22])=[C:4]([CH:8]([CH:18]([CH3:20])[CH3:19])[CH2:9][C:10]([OH:17])([C:13]([F:16])([F:15])[F:14])[CH:11]=O)[CH:5]=[CH:6][CH:7]=1.[NH2:23][C:24]1[CH:33]=[CH:32][CH:31]=[C:30]2[C:25]=1[CH:26]=[CH:27][C:28]([CH3:34])=[N:29]2. (4) Given the product [CH2:1]([O:8][C:9]1[CH:14]=[CH:13][C:12]([CH2:15][N:16]([C:17]2[CH:18]=[CH:19][C:20]([CH2:23][CH2:24][CH2:25][CH2:26][CH2:27][CH2:28][CH2:29][CH3:30])=[CH:21][CH:22]=2)[C:44]([NH:43][C:35]2[C:34]([CH:31]([CH3:32])[CH3:33])=[CH:39][CH:38]=[CH:37][C:36]=2[CH:40]([CH3:42])[CH3:41])=[O:45])=[CH:11][CH:10]=1)[C:2]1[CH:3]=[CH:4][CH:5]=[CH:6][CH:7]=1, predict the reactants needed to synthesize it. The reactants are: [CH2:1]([O:8][C:9]1[CH:14]=[CH:13][C:12]([CH2:15][NH:16][C:17]2[CH:22]=[CH:21][C:20]([CH2:23][CH2:24][CH2:25][CH2:26][CH2:27][CH2:28][CH2:29][CH3:30])=[CH:19][CH:18]=2)=[CH:11][CH:10]=1)[C:2]1[CH:7]=[CH:6][CH:5]=[CH:4][CH:3]=1.[CH:31]([C:34]1[CH:39]=[CH:38][CH:37]=[C:36]([CH:40]([CH3:42])[CH3:41])[C:35]=1[N:43]=[C:44]=[O:45])([CH3:33])[CH3:32]. (5) Given the product [Cl:16][C:13]1[CH:12]=[CH:11][C:10]([C:7]2[S:8][CH2:9][CH:5]([C:3]([OH:4])=[O:2])[N:6]=2)=[CH:15][CH:14]=1, predict the reactants needed to synthesize it. The reactants are: C[O:2][C:3]([CH:5]1[CH2:9][S:8][C:7]([C:10]2[CH:15]=[CH:14][C:13]([Cl:16])=[CH:12][CH:11]=2)=[N:6]1)=[O:4].[OH-].[K+]. (6) Given the product [C:15]([O:19][C:20]([N:22]1[CH2:27][CH2:26][CH:25]([C:28](=[O:36])[C:29]2[CH:30]=[CH:31][C:32]([S:14][C:9]3[CH:8]=[CH:7][C:6]4[C:11](=[CH:12][CH:13]=[C:4]([Br:3])[CH:5]=4)[CH:10]=3)=[CH:33][CH:34]=2)[CH2:24][CH2:23]1)=[O:21])([CH3:18])([CH3:16])[CH3:17], predict the reactants needed to synthesize it. The reactants are: [H-].[Na+].[Br:3][C:4]1[CH:5]=[C:6]2[C:11](=[CH:12][CH:13]=1)[CH:10]=[C:9]([SH:14])[CH:8]=[CH:7]2.[C:15]([O:19][C:20]([N:22]1[CH2:27][CH2:26][CH:25]([C:28](=[O:36])[C:29]2[CH:34]=[CH:33][C:32](F)=[CH:31][CH:30]=2)[CH2:24][CH2:23]1)=[O:21])([CH3:18])([CH3:17])[CH3:16].O. (7) Given the product [C:8]([C:7]1[CH:6]=[C:5]([NH:4][C:1](=[O:3])[CH3:2])[CH:16]=[C:15]([S:17]([F:22])([F:18])([F:20])([F:21])[F:19])[CH:14]=1)(=[O:9])[CH3:23], predict the reactants needed to synthesize it. The reactants are: [C:1]([NH:4][C:5]1[CH:6]=[C:7]([CH:14]=[C:15]([S:17]([F:22])([F:21])([F:20])([F:19])[F:18])[CH:16]=1)[C:8](N(OC)C)=[O:9])(=[O:3])[CH3:2].[CH3:23][Si](C)(C)[N-][Si](C)(C)C.[Li+].COCCCC.C[Mg]Br.Cl.